This data is from Drug-target binding data from BindingDB using IC50 measurements. The task is: Regression. Given a target protein amino acid sequence and a drug SMILES string, predict the binding affinity score between them. We predict pIC50 (pIC50 = -log10(IC50 in M); higher means more potent). Dataset: bindingdb_ic50. (1) The drug is Cc1c(C=CC(=O)N2CCN(C)CC2)c(O)c2ccccc2c1O. The target protein sequence is MMSKIFDLVVIGAGSGGLEAAWNAATLYKKRVAVIDVQMVHGPPFFSALGGTCVNVGCVPKKLMVTGAQYMEHLRESAGFGWEFDRTTLRAEWKKLIAVKDEAVLNINKSYEEMFRDTEGLEFFLGWGSLESKNVVNVRESADPASAVKERLETENILLASGSWPHMPNIPGIEHCISSNEAFYLPEPPRRVLTVGGGFISVEFAGIFNAYKPKDGQVTLCYRGEMILRGFDHTLREELTKQLTANGIQILTKENPAKVELNADGSKSVTFESGKKMDFDLVMMAIGRSPRTKDLQLQNAGVMIKNGGVQVDEYSRTNVSNIYAIGDVTNRVMLTPVAINEAAALVDTVFGTNPRKTDHTRVASAVFSIPPIGTCGLIEEVASKRYEVVAVYLSSFTPLMHNISGSKYKTFVAKIITNHSDGTVLGVHLLGDNAPEIIQGVGICLKLNAKISDFYNTIGVHPTSAEELCSMRTPSYYYVKGEKMEKPSEASL. The pIC50 is 4.3. (2) The small molecule is N[C@@H](Cc1cnc[nH]1)C(=O)Cc1ccc(F)cc1F. The target protein (Q8G2R2) has sequence MVTTLRQTDPDFEQKFAAFLSGKREVSEDVDRAVREIVDRVRREGDSALLDYSRRFDRIDLEKTGIAVTEAEIDAAFDAAPASTVEALKLARDRIEKHHARQLPKDDRYTDALGVELGSRWTAIEAVGLYVPGGTASYPSSVLMNAMPAKVAGVDRIVMVVPAPDGNLNPLVLVAARLAGVSEIYRVGGAQAIAALAYGTETIRPVAKIVGPGNAYVAAAKRIVFGTVGIDMIAGPSEVLIVADKDNNPDWIAADLLAQAEHDTAAQSILMTNDEAFAHAVEEAVERQLHTLARTETASASWRDFGAVILVKDFEDAIPLANRIAAEHLEIAVADAEAFVPRIRNAGSIFIGGYTPEVIGDYVGGCNHVLPTARSARFSSGLSVLDYMKRTSLLKLGSEQLRALGPAAIEIARAEGLDAHAQSVAIRLNL. The pIC50 is 8.0.